This data is from Forward reaction prediction with 1.9M reactions from USPTO patents (1976-2016). The task is: Predict the product of the given reaction. (1) Given the reactants [F:1][C:2]([F:12])([F:11])[C:3]1[CH:10]=[CH:9][C:6]([CH:7]=O)=[CH:5][CH:4]=1.[CH2:13]([O:15][C:16]([C:18](=[CH:39][CH:40]=[CH:41][C:42]1[CH:47]=[CH:46][C:45]([CH2:48][CH3:49])=[CH:44][CH:43]=1)[N:19]=P(C1C=CC=CC=1)(C1C=CC=CC=1)C1C=CC=CC=1)=[O:17])[CH3:14], predict the reaction product. The product is: [CH2:48]([C:45]1[CH:44]=[CH:43][C:42]([C:41]2[CH:40]=[CH:39][C:18]([C:16]([O:15][CH2:13][CH3:14])=[O:17])=[N:19][C:7]=2[C:6]2[CH:9]=[CH:10][C:3]([C:2]([F:12])([F:11])[F:1])=[CH:4][CH:5]=2)=[CH:47][CH:46]=1)[CH3:49]. (2) Given the reactants [CH:1]1([CH:7]([C:9]2[C:10]([CH2:24][CH2:25][C:26]3[CH:31]=[CH:30][CH:29]=[CH:28][CH:27]=3)=[N:11][N:12]([C:14]3[CH:19]=[CH:18][C:17]([C:20]([F:23])([F:22])[F:21])=[CH:16][N:15]=3)[CH:13]=2)O)[CH2:6][CH2:5][CH2:4][CH2:3][CH2:2]1.[NH2:32][C:33]1[CH:38]=[CH:37][C:36]([C:39]([N:41]([CH3:49])[CH2:42][CH2:43][C:44]([O:46]CC)=[O:45])=[O:40])=[CH:35][CH:34]=1, predict the reaction product. The product is: [CH:1]1([CH:7]([NH:32][C:33]2[CH:34]=[CH:35][C:36]([C:39]([N:41]([CH3:49])[CH2:42][CH2:43][C:44]([OH:46])=[O:45])=[O:40])=[CH:37][CH:38]=2)[C:9]2[C:10]([CH2:24][CH2:25][C:26]3[CH:31]=[CH:30][CH:29]=[CH:28][CH:27]=3)=[N:11][N:12]([C:14]3[CH:19]=[CH:18][C:17]([C:20]([F:22])([F:21])[F:23])=[CH:16][N:15]=3)[CH:13]=2)[CH2:6][CH2:5][CH2:4][CH2:3][CH2:2]1. (3) Given the reactants [NH2:1][C:2]1[NH:3][C:4](=[O:27])[C:5]2[S:10][C:9](=[O:11])[N:8]([C@H:12]3[C:16](=[O:17])[CH2:15][C@@H:14]([CH2:18][O:19][Si:20]([C:23]([CH3:26])([CH3:25])[CH3:24])([CH3:22])[CH3:21])[O:13]3)[C:6]=2[N:7]=1.[H-].C(O[Al](OC(C)(C)C)OC(C)(C)C)(C)(C)C.[Li+], predict the reaction product. The product is: [NH2:1][C:2]1[NH:3][C:4](=[O:27])[C:5]2[S:10][C:9](=[O:11])[N:8]([C@H:12]3[C@@H:16]([OH:17])[CH2:15][C@@H:14]([CH2:18][O:19][Si:20]([C:23]([CH3:25])([CH3:24])[CH3:26])([CH3:22])[CH3:21])[O:13]3)[C:6]=2[N:7]=1. (4) Given the reactants [O:1]1[C:10]2[C:5](=[CH:6][CH:7]=[CH:8][CH:9]=2)[CH:4]([CH2:11][C:12](OCC)=[O:13])[CH2:3][CH2:2]1.[H-].[Al+3].[Li+].[H-].[H-].[H-].[Cl-].[NH4+].C(OCC)(=O)C, predict the reaction product. The product is: [O:1]1[C:10]2[C:5](=[CH:6][CH:7]=[CH:8][CH:9]=2)[CH:4]([CH2:11][CH2:12][OH:13])[CH2:3][CH2:2]1. (5) The product is: [CH3:32][CH:13]([CH3:12])[C:14]([O:16][CH:17]([O:21][C:22]([NH:11][CH2:10][C@H:2]1[CH2:3][CH2:4][C@H:5]([C:7]([OH:9])=[O:8])[CH2:6][CH2:1]1)=[O:23])[CH2:18][CH2:19][CH3:20])=[O:15]. Given the reactants [CH2:1]1[CH2:6][C@H:5]([C:7]([OH:9])=[O:8])[CH2:4][CH2:3][C@H:2]1[CH2:10][NH2:11].[CH3:12][CH:13]([CH3:32])[C:14]([O:16][CH:17]([O:21][C:22](ON1C(=O)CCC1=O)=[O:23])[CH2:18][CH2:19][CH3:20])=[O:15], predict the reaction product.